Dataset: Catalyst prediction with 721,799 reactions and 888 catalyst types from USPTO. Task: Predict which catalyst facilitates the given reaction. (1) Reactant: [OH:1][C:2]1[CH:7]=[CH:6][C:5]([CH2:8][C:9](=[O:11])[CH3:10])=[CH:4][CH:3]=1.Br[CH2:13][C:14]([O:16][CH2:17][CH3:18])=[O:15].C(=O)([O-])[O-].[K+].[K+]. Product: [O:11]=[C:9]([CH3:10])[CH2:8][C:5]1[CH:4]=[CH:3][C:2]([O:1][CH2:13][C:14]([O:16][CH2:17][CH3:18])=[O:15])=[CH:7][CH:6]=1. The catalyst class is: 10. (2) Reactant: [CH2:1]([N:8]([CH2:46][CH:47]1[CH2:49][CH:48]1[CH3:50])[C:9]1[CH:14]=[C:13]([C:15]2[N:20]=[CH:19][NH:18][CH:17]([C@@:21]([NH:30][C:31](=[O:37])[O:32][C:33]([CH3:36])([CH3:35])[CH3:34])([CH3:29])[CH2:22][C:23]3[CH:28]=[CH:27][CH:26]=[CH:25][CH:24]=3)[CH:16]=2)[CH:12]=[C:11]([N:38]([S:40]([CH:43]([CH3:45])[CH3:44])(=[O:42])=[O:41])[CH3:39])[N:10]=1)[C:2]1[CH:7]=[CH:6][CH:5]=[CH:4][CH:3]=1. Product: [CH2:1]([N:8]([CH2:46][CH:47]1[CH2:49][CH:48]1[CH3:50])[C:9]1[CH:14]=[C:13]([C:15]2[N:20]=[CH:19][N:18]=[C:17]([C@@:21]([NH:30][C:31](=[O:37])[O:32][C:33]([CH3:34])([CH3:35])[CH3:36])([CH3:29])[CH2:22][C:23]3[CH:28]=[CH:27][CH:26]=[CH:25][CH:24]=3)[CH:16]=2)[CH:12]=[C:11]([N:38]([S:40]([CH:43]([CH3:44])[CH3:45])(=[O:42])=[O:41])[CH3:39])[N:10]=1)[C:2]1[CH:3]=[CH:4][CH:5]=[CH:6][CH:7]=1. The catalyst class is: 11.